Regression. Given a peptide amino acid sequence and an MHC pseudo amino acid sequence, predict their binding affinity value. This is MHC class II binding data. From a dataset of Peptide-MHC class II binding affinity with 134,281 pairs from IEDB. The peptide sequence is SVQVRGELAAEEVEV. The MHC is DRB1_0301 with pseudo-sequence DRB1_0301. The binding affinity (normalized) is 0.287.